Predict the product of the given reaction. From a dataset of Forward reaction prediction with 1.9M reactions from USPTO patents (1976-2016). (1) Given the reactants [N:1]1[CH:6]=[CH:5][CH:4]=[CH:3][C:2]=1[NH:7][C:8]([NH2:10])=[S:9].Br[C:12](=[CH:15]O)[CH:13]=[O:14].C([O-])(=O)C.[Na+], predict the reaction product. The product is: [N:1]1[CH:6]=[CH:5][CH:4]=[CH:3][C:2]=1[NH:7][C:8]1[S:9][C:12]([CH:13]=[O:14])=[CH:15][N:10]=1. (2) Given the reactants FC(F)(F)C(O)=O.[Si]([O:15][CH2:16][C:17]([CH3:59])([CH3:58])[CH2:18][N:19]1[CH:28]=[C:27]([S:29][CH:30]2[CH2:35][CH2:34][N:33](C(OC(C)(C)C)=O)[CH2:32][CH2:31]2)[C:26]2[C:21](=[CH:22][CH:23]=[C:24]([C:43]3[CH:48]=[C:47]([C:49](=[O:54])[NH:50][CH:51]4[CH2:53][CH2:52]4)[CH:46]=[C:45]([F:55])[C:44]=3[CH3:56])[CH:25]=2)[C:20]1=[O:57])(C(C)(C)C)(C)C.C1(C)C=CC=CC=1.C(OCC)C, predict the reaction product. The product is: [CH:51]1([NH:50][C:49](=[O:54])[C:47]2[CH:48]=[C:43]([C:24]3[CH:25]=[C:26]4[C:21](=[CH:22][CH:23]=3)[C:20](=[O:57])[N:19]([CH2:18][C:17]([CH3:59])([CH3:58])[CH2:16][OH:15])[CH:28]=[C:27]4[S:29][CH:30]3[CH2:31][CH2:32][NH:33][CH2:34][CH2:35]3)[C:44]([CH3:56])=[C:45]([F:55])[CH:46]=2)[CH2:52][CH2:53]1. (3) The product is: [C:16]1([NH:15][C:8]([C:3]2[C:2]([CH3:1])=[CH:7][CH:6]=[CH:5][N:4]=2)=[O:10])[CH:21]=[CH:20][CH:19]=[CH:18][CH:17]=1. Given the reactants [CH3:1][C:2]1[C:3]([C:8]([OH:10])=O)=[N:4][CH:5]=[CH:6][CH:7]=1.S(Cl)(Cl)=O.[NH2:15][C:16]1[CH:21]=[CH:20][CH:19]=[CH:18][CH:17]=1, predict the reaction product. (4) Given the reactants C(#N)C.Cl[C:5]1[CH:10]=[CH:9][N:8]=[C:7]([N:11]2[C:23](=[O:24])[C:22]3[N:14]([C:15]4[C@@H:16]5[CH2:25][C@H:19]([C:20]=4[CH:21]=3)[CH2:18][CH2:17]5)[CH2:13][CH2:12]2)[C:6]=1[CH:26]=[O:27].[CH3:28][N:29]1[CH:34]=[C:33](B2OC(C)(C)C(C)(C)O2)[CH:32]=[C:31]([NH:44][C:45]2[CH:50]=[CH:49][C:48]([N:51]3[CH2:56][CH2:55][N:54]([CH:57]4[CH2:60][O:59][CH2:58]4)[CH2:53][C@@H:52]3[CH3:61])=[CH:47][N:46]=2)[C:30]1=[O:62].C([O-])(=O)C.[K+], predict the reaction product. The product is: [CH3:28][N:29]1[C:30](=[O:62])[C:31]([NH:44][C:45]2[CH:50]=[CH:49][C:48]([N:51]3[CH2:56][CH2:55][N:54]([CH:57]4[CH2:58][O:59][CH2:60]4)[CH2:53][C@@H:52]3[CH3:61])=[CH:47][N:46]=2)=[CH:32][C:33]([C:5]2[CH:10]=[CH:9][N:8]=[C:7]([N:11]3[C:23](=[O:24])[C:22]4[N:14]([C:15]5[C@@H:16]6[CH2:25][C@H:19]([C:20]=5[CH:21]=4)[CH2:18][CH2:17]6)[CH2:13][CH2:12]3)[C:6]=2[CH:26]=[O:27])=[CH:34]1.